This data is from Reaction yield outcomes from USPTO patents with 853,638 reactions. The task is: Predict the reaction yield, written as a fraction of the theoretical maximum amount of product (1.0 means a 100% yield; for example, 0.34 means a 34% yield). The reactants are [CH2:1]=[CH:2][CH2:3][CH2:4][CH2:5][CH2:6][CH2:7][CH3:8]. The catalyst is Cl[Ru](=CC1C=CC=CC=1)([P](C1CCCCC1)(C1CCCCC1)C1CCCCC1)([P](C1CCCCC1)(C1CCCCC1)C1CCCCC1)Cl.CCCCCC. The product is [CH3:1][CH2:2][CH2:3][CH2:4][CH2:5][CH2:6][CH:7]=[CH:8][CH2:1][CH2:2][CH2:3][CH2:4][CH2:5][CH3:6]. The yield is 0.800.